From a dataset of Reaction yield outcomes from USPTO patents with 853,638 reactions. Predict the reaction yield, written as a fraction of the theoretical maximum amount of product (1.0 means a 100% yield; for example, 0.34 means a 34% yield). (1) The catalyst is CN(C=O)C.CS(C)=O.CN(C=O)C. The reactants are [Cl:1][C:2]1[NH:7][C:6](=[O:8])[NH:5][C:4](=[O:9])[CH:3]=1.[H-].[Na+].[Br-].[Li+].Br[CH2:15][C:16]1[C:17]([C:22]#[N:23])=[CH:18][CH:19]=[CH:20][CH:21]=1. The product is [Cl:1][C:2]1[N:7]([CH2:15][C:16]2[CH:21]=[CH:20][CH:19]=[CH:18][C:17]=2[C:22]#[N:23])[C:6](=[O:8])[NH:5][C:4](=[O:9])[CH:3]=1. The yield is 0.540. (2) The reactants are [F:1][C:2]1[CH:3]=[C:4]([C@@H:9]2[CH2:13][O:12][C:11](=[O:14])[N:10]2[C:15]2[CH:20]=[CH:19][N:18]3[N:21]=[CH:22][C:23]([C:24]4[CH:29]=[CH:28][C:27]([C:30]5[N:34]=[CH:33][N:32](COCC[Si](C)(C)C)[N:31]=5)=[C:26]([F:43])[CH:25]=4)=[C:17]3[N:16]=2)[CH:5]=[CH:6][C:7]=1[F:8].FC1C=C([C@@H]2COC(=O)N2C2C=CN3N=CC(C4C=CC(C5N(COCC[Si](C)(C)C)N=CN=5)=C(F)C=4)=C3N=2)C=CC=1F. No catalyst specified. The product is [F:1][C:2]1[CH:3]=[C:4]([C@@H:9]2[CH2:13][O:12][C:11](=[O:14])[N:10]2[C:15]2[CH:20]=[CH:19][N:18]3[N:21]=[CH:22][C:23]([C:24]4[CH:29]=[CH:28][C:27]([C:30]5[N:34]=[CH:33][NH:32][N:31]=5)=[C:26]([F:43])[CH:25]=4)=[C:17]3[N:16]=2)[CH:5]=[CH:6][C:7]=1[F:8]. The yield is 0.810. (3) The reactants are [C:1]([C:3]1[CH:4]=[C:5]([CH:10]=[C:11]([O:13][CH2:14][CH2:15][O:16][CH3:17])[CH:12]=1)[C:6]([O:8]C)=[O:7])#[N:2].[OH-].[Li+]. The catalyst is O1CCCC1. The product is [C:1]([C:3]1[CH:4]=[C:5]([CH:10]=[C:11]([O:13][CH2:14][CH2:15][O:16][CH3:17])[CH:12]=1)[C:6]([OH:8])=[O:7])#[N:2]. The yield is 0.970. (4) The reactants are [N-:1]=[N+:2]=[N-:3].[Na+].CC1C=CC(S(O[CH2:16][CH2:17][C:18]#[C:19][Si:20]([CH2:25][CH3:26])([CH2:23][CH3:24])[CH2:21][CH3:22])(=O)=O)=CC=1. The catalyst is CN(C=O)C. The product is [N:1]([CH2:16][CH2:17][C:18]#[C:19][Si:20]([CH2:25][CH3:26])([CH2:21][CH3:22])[CH2:23][CH3:24])=[N+:2]=[N-:3]. The yield is 1.00. (5) The reactants are Br[CH2:2][CH2:3][S:4]([OH:7])(=[O:6])=[O:5].[Na].[C:9]([NH2:13])([CH3:12])([CH3:11])[CH3:10].C(S(O)(=O)=O)=C. The catalyst is O.O1CCOCC1. The product is [C:9]([NH:13][CH2:2][CH2:3][S:4]([OH:7])(=[O:6])=[O:5])([CH3:12])([CH3:11])[CH3:10]. The yield is 0.240. (6) The reactants are C(N(CC)CC)C.I[C:9]1[CH:14]=[CH:13][C:12]([I:15])=[CH:11][CH:10]=1.[CH2:16]([O:23][C:24](=[O:30])[NH:25][CH2:26][CH2:27][C:28]#[CH:29])[C:17]1[CH:22]=[CH:21][CH:20]=[CH:19][CH:18]=1. The catalyst is C1COCC1.[Cu]I.Cl[Pd](Cl)([P](C1C=CC=CC=1)(C1C=CC=CC=1)C1C=CC=CC=1)[P](C1C=CC=CC=1)(C1C=CC=CC=1)C1C=CC=CC=1. The product is [CH2:16]([O:23][C:24](=[O:30])[NH:25][CH2:26][CH2:27][C:28]#[C:29][C:9]1[CH:14]=[CH:13][C:12]([I:15])=[CH:11][CH:10]=1)[C:17]1[CH:22]=[CH:21][CH:20]=[CH:19][CH:18]=1. The yield is 0.860.